From a dataset of Catalyst prediction with 721,799 reactions and 888 catalyst types from USPTO. Predict which catalyst facilitates the given reaction. (1) Reactant: C(N(C(C)C)C(C)C)C.N1([C:15]2[CH2:19][CH2:18][CH2:17][CH:16]=2)CCCC1.Br[CH2:21][C:22]1[C:23]([CH2:28]Br)=[CH:24][CH:25]=[CH:26][CH:27]=1.Cl.[OH2:31]. Product: [O:31]=[C:19]1[CH:18]2[CH2:17][CH2:16][CH:15]1[CH2:21][C:22]1[CH:27]=[CH:26][CH:25]=[CH:24][C:23]=1[CH2:28]2. The catalyst class is: 10. (2) Product: [CH:12]1([C:10]2[S:9][C:4]3[N:5]=[C:6]([CH3:8])[N:7]=[C:2](/[CH:24]=[CH:23]/[O:25][CH2:26][CH3:27])[C:3]=3[CH:11]=2)[CH2:17][CH2:16][CH2:15][CH2:14][CH2:13]1. Reactant: Cl[C:2]1[C:3]2[CH:11]=[C:10]([CH:12]3[CH2:17][CH2:16][CH2:15][CH2:14][CH2:13]3)[S:9][C:4]=2[N:5]=[C:6]([CH3:8])[N:7]=1.CN(C=O)C.[CH2:23]([O:25]/[CH:26]=[CH:27]/B1OC(C)(C)C(C)(C)O1)[CH3:24].[O-]P([O-])([O-])=O.[K+].[K+].[K+]. The catalyst class is: 103. (3) Reactant: [CH3:1][O:2][C:3](=[O:20])[C:4]1[CH:9]=[C:8]([CH2:10][OH:11])[CH:7]=[C:6]([O:12][CH2:13][C:14]2[CH:19]=[CH:18][CH:17]=[CH:16][CH:15]=2)[CH:5]=1.C(N(CC)CC)C.[CH3:28][S:29](Cl)(=[O:31])=[O:30]. Product: [CH3:1][O:2][C:3](=[O:20])[C:4]1[CH:9]=[C:8]([CH2:10][O:11][S:29]([CH3:28])(=[O:31])=[O:30])[CH:7]=[C:6]([O:12][CH2:13][C:14]2[CH:19]=[CH:18][CH:17]=[CH:16][CH:15]=2)[CH:5]=1. The catalyst class is: 2. (4) Reactant: CCCC[N+](CCCC)(CCCC)CCCC.[F-].[Cl:19][C:20]1[C:21]([C:48]2[CH:53]=[CH:52][C:51]([O:54][CH3:55])=[CH:50][C:49]=2[F:56])=[CH:22][C:23]2[N:27]=[C:26]([O:28][C:29]3[CH:30]=[CH:31][C:32]([CH3:38])=[C:33]([CH:37]=3)[C:34]([OH:36])=[O:35])[N:25](COCC[Si](C)(C)C)[C:24]=2[CH:47]=1. Product: [Cl:19][C:20]1[C:21]([C:48]2[CH:53]=[CH:52][C:51]([O:54][CH3:55])=[CH:50][C:49]=2[F:56])=[CH:22][C:23]2[N:27]=[C:26]([O:28][C:29]3[CH:30]=[CH:31][C:32]([CH3:38])=[C:33]([CH:37]=3)[C:34]([OH:36])=[O:35])[NH:25][C:24]=2[CH:47]=1. The catalyst class is: 12.